From a dataset of Full USPTO retrosynthesis dataset with 1.9M reactions from patents (1976-2016). Predict the reactants needed to synthesize the given product. (1) The reactants are: [CH3:1][C:2]1[N:7]=[C:6]2[NH:8][C:9](=[O:11])[O:10][C:5]2=[CH:4][CH:3]=1.O[CH2:13][C:14]1[CH:15]=[C:16]([NH:20][C:21](=[O:33])[O:22][CH2:23][CH2:24][CH2:25][N:26]2[CH2:31][CH2:30][N:29]([CH3:32])[CH2:28][CH2:27]2)[CH:17]=[CH:18][CH:19]=1.C1(P(C2C=CC=CC=2)C2C=CC=CC=2)C=CC=CC=1.N(C(OC(C)(C)C)=O)=NC(OC(C)(C)C)=O. Given the product [CH3:1][C:2]1[N:7]=[C:6]2[N:8]([CH2:13][C:14]3[CH:15]=[C:16]([NH:20][C:21](=[O:33])[O:22][CH2:23][CH2:24][CH2:25][N:26]4[CH2:27][CH2:28][N:29]([CH3:32])[CH2:30][CH2:31]4)[CH:17]=[CH:18][CH:19]=3)[C:9](=[O:11])[O:10][C:5]2=[CH:4][CH:3]=1, predict the reactants needed to synthesize it. (2) Given the product [CH:1]1([CH2:4][N:5]2[CH:23]([C:26]3[CH:27]=[CH:28][CH:29]=[CH:30][CH:31]=3)[CH:24]=[CH:25][CH2:8][CH:7]([N:11]3[C:19](=[O:20])[C:18]4[C:13](=[CH:14][CH:15]=[CH:16][CH:17]=4)[C:12]3=[O:21])[C:6]2=[O:22])[CH2:3][CH2:2]1, predict the reactants needed to synthesize it. The reactants are: [CH:1]1([CH2:4][N:5]([CH:23]([C:26]2[CH:31]=[CH:30][CH:29]=[CH:28][CH:27]=2)[CH:24]=[CH2:25])[C:6](=[O:22])[CH:7]([N:11]2[C:19](=[O:20])[C:18]3[C:13](=[CH:14][CH:15]=[CH:16][CH:17]=3)[C:12]2=[O:21])[CH2:8]C=C)[CH2:3][CH2:2]1.CS(C)=O. (3) Given the product [NH2:38][C@H:29]([C@@H:30]([C:32]1[CH:33]=[CH:34][CH:35]=[CH:36][CH:37]=1)[CH3:31])[C:28]([N:25]1[CH2:24][CH2:23][CH:22]([N:13]2[N:12]=[C:11]([C:5]3[CH:6]=[CH:7][C:8]([O:9][CH3:10])=[C:3]([O:2][CH3:1])[CH:4]=3)[C@@H:20]3[C@@H:15]([CH2:16][CH2:17][CH2:18][CH2:19]3)[C:14]2=[O:21])[CH2:27][CH2:26]1)=[O:46], predict the reactants needed to synthesize it. The reactants are: [CH3:1][O:2][C:3]1[CH:4]=[C:5]([C:11]2[C@@H:20]3[C@@H:15]([CH2:16][CH2:17][CH2:18][CH2:19]3)[C:14](=[O:21])[N:13]([CH:22]3[CH2:27][CH2:26][N:25]([C:28](=[O:46])[C@H:29]([NH:38]C(=O)OC(C)(C)C)[C@@H:30]([C:32]4[CH:37]=[CH:36][CH:35]=[CH:34][CH:33]=4)[CH3:31])[CH2:24][CH2:23]3)[N:12]=2)[CH:6]=[CH:7][C:8]=1[O:9][CH3:10].FC(F)(F)C(O)=O.C(=O)(O)[O-].[Na+]. (4) Given the product [CH3:1][O:2][C:3]1[CH:8]=[C:7]([CH2:9][NH:10][C:11]([C:13]2[S:24][C:16]3[N:17]([CH3:23])[C:18](=[O:22])[N:19]([CH2:26][C:27]4[CH:32]=[N:31][C:30]([N+:33]([O-:35])=[O:34])=[CH:29][CH:28]=4)[C:20](=[O:21])[C:15]=3[CH:14]=2)=[O:12])[CH:6]=[CH:5][N:4]=1, predict the reactants needed to synthesize it. The reactants are: [CH3:1][O:2][C:3]1[CH:8]=[C:7]([CH2:9][NH:10][C:11]([C:13]2[S:24][C:16]3[N:17]([CH3:23])[C:18](=[O:22])[NH:19][C:20](=[O:21])[C:15]=3[CH:14]=2)=[O:12])[CH:6]=[CH:5][N:4]=1.Br[CH2:26][C:27]1[CH:28]=[CH:29][C:30]([N+:33]([O-:35])=[O:34])=[N:31][CH:32]=1. (5) Given the product [S:13]([C:10]1[CH:11]=[CH:12][C:7]([CH3:17])=[CH:8][CH:9]=1)([O:6][CH2:5][CH2:4][CH2:3][O:2][CH3:1])(=[O:15])=[O:14], predict the reactants needed to synthesize it. The reactants are: [CH3:1][O:2][CH2:3][CH2:4][CH2:5][OH:6].[C:7]1([CH3:17])[CH:12]=[CH:11][C:10]([S:13](Cl)(=[O:15])=[O:14])=[CH:9][CH:8]=1. (6) Given the product [F:28][C:2]([F:1])([F:27])[C@:3]([C:6]1[CH:7]=[CH:8][C:9]([N:12]2[CH2:17][CH2:16][N:15]([S:18]([C:21]3[O:22][CH:23]=[CH:24][CH:25]=3)(=[O:19])=[O:20])[CH2:14][C@@H:13]2[CH3:26])=[CH:10][CH:11]=1)([OH:5])[CH3:4], predict the reactants needed to synthesize it. The reactants are: [F:1][C:2]([F:28])([F:27])[C@@:3]([C:6]1[CH:11]=[CH:10][C:9]([N:12]2[CH2:17][CH2:16][N:15]([S:18]([C:21]3[O:22][CH:23]=[CH:24][CH:25]=3)(=[O:20])=[O:19])[CH2:14][C@@H:13]2[CH3:26])=[CH:8][CH:7]=1)([OH:5])[CH3:4].C1N=C(N)C2N=CN([C@@H]3O[C@H](COP(OP(OC[C@H]4O[C@@H](N5C=C(C(N)=O)CC=C5)[C@H](O)[C@@H]4O)(O)=O)(O)=O)[C@@H](O)[C@H]3OP(O)(O)=O)C=2N=1.